Dataset: Full USPTO retrosynthesis dataset with 1.9M reactions from patents (1976-2016). Task: Predict the reactants needed to synthesize the given product. Given the product [C:1]([Cl:18])(=[O:14])/[CH:2]=[CH:3]/[CH:4]=[CH:5]/[CH2:6][CH2:7][CH2:8][CH2:9][CH2:10][CH2:11][CH3:12], predict the reactants needed to synthesize it. The reactants are: [C:1]([OH:14])(=O)/[CH:2]=[CH:3]/[CH:4]=[CH:5]/[CH2:6][CH2:7][CH2:8][CH2:9][CH2:10][CH2:11][CH3:12].C(Cl)(=O)C([Cl:18])=O.